Task: Predict the reactants needed to synthesize the given product.. Dataset: Full USPTO retrosynthesis dataset with 1.9M reactions from patents (1976-2016) (1) Given the product [NH2:1][C:4]1[CH:5]=[C:6]2[N:12]=[C:11]([C:13]3[CH:14]=[CH:15][C:16]([NH2:19])=[CH:17][CH:18]=3)[NH:10][C:7]2=[N:8][CH:9]=1, predict the reactants needed to synthesize it. The reactants are: [N+:1]([C:4]1[CH:5]=[C:6]2[N:12]=[C:11]([C:13]3[CH:18]=[CH:17][C:16]([N+:19]([O-])=O)=[CH:15][CH:14]=3)[NH:10][C:7]2=[N:8][CH:9]=1)([O-])=O.O.NN. (2) Given the product [Br:17][C:16]([Br:18])=[CH:15][C@H:12]1[CH2:13][CH2:14][C@H:9]([NH:7][CH3:6])[CH2:10][CH2:11]1, predict the reactants needed to synthesize it. The reactants are: C(O[C:6](=O)[N:7]([C@H:9]1[CH2:14][CH2:13][C@H:12]([CH:15]=[C:16]([Br:18])[Br:17])[CH2:11][CH2:10]1)C)(C)(C)C.C(O)(C(F)(F)F)=O. (3) Given the product [Cl:1][C:2]1[CH:3]=[C:4]([C:10]2([C:24]([F:26])([F:27])[F:25])[O:14][N:13]=[C:12]([C:15]3[CH:16]=[CH:17][C:18]([F:23])=[C:19]([CH:20]=3)[CH2:21][NH:22][C:28](=[O:30])[CH3:29])[CH2:11]2)[CH:5]=[C:6]([Cl:9])[C:7]=1[F:8], predict the reactants needed to synthesize it. The reactants are: [Cl:1][C:2]1[CH:3]=[C:4]([C:10]2([C:24]([F:27])([F:26])[F:25])[O:14][N:13]=[C:12]([C:15]3[CH:16]=[CH:17][C:18]([F:23])=[C:19]([CH2:21][NH2:22])[CH:20]=3)[CH2:11]2)[CH:5]=[C:6]([Cl:9])[C:7]=1[F:8].[C:28](Cl)(=[O:30])[CH3:29]. (4) Given the product [CH:2]([C:4]1([CH3:6])[CH2:5][N:17]1[S:14]([C:11]1[CH:12]=[CH:13][C:8]([CH3:7])=[CH:9][CH:10]=1)(=[O:15])=[O:16])([CH3:1])[CH3:3], predict the reactants needed to synthesize it. The reactants are: [CH3:1][C:2]([CH:4]([CH3:6])[CH3:5])=[CH2:3].[CH3:7][C:8]1[CH:9]=[CH:10][C:11]([S:14]([NH:17]Cl)(=[O:16])=[O:15])=[CH:12][CH:13]=1.[Br-].[Br-].[Br-].C1([N+](C)(C)C)C=CC=CC=1.C1([N+](C)(C)C)C=CC=CC=1.C1([N+](C)(C)C)C=CC=CC=1. (5) Given the product [NH2:24][C@H:25]([C:30]([OH:32])=[O:31])[CH2:26][CH2:27][CH2:28][NH:29][C:36]([NH2:37])=[O:35], predict the reactants needed to synthesize it. The reactants are: C1N(CCO)CCN(CCS(O)(=O)=O)C1.SC[C@H]([C@@H](CS)O)O.[NH2:24][C@H:25]([C:30]([OH:32])=[O:31])[CH2:26][CH2:27][CH2:28][NH2:29].P([O-])([O-])([O:35][C:36](=O)[NH2:37])=O.N(CCO)(CCO)CCO.